Dataset: Forward reaction prediction with 1.9M reactions from USPTO patents (1976-2016). Task: Predict the product of the given reaction. (1) Given the reactants [O:1]1[CH2:6][CH:5]=[C:4]([C:7]2[CH:12]=[C:11]([C:13]3[CH:14]=[C:15]([CH:17]=[CH:18][C:19]=3[CH3:20])[NH2:16])[CH:10]=[C:9]([N:21]3[CH2:26][CH2:25][O:24][CH2:23][CH2:22]3)[N:8]=2)[CH2:3][CH2:2]1, predict the reaction product. The product is: [CH3:20][C:19]1[CH:18]=[CH:17][C:15]([NH2:16])=[CH:14][C:13]=1[C:11]1[CH:12]=[C:7]([CH:4]2[CH2:3][CH2:2][O:1][CH2:6][CH2:5]2)[N:8]=[C:9]([N:21]2[CH2:26][CH2:25][O:24][CH2:23][CH2:22]2)[CH:10]=1.[O:1]1[CH2:2][CH:3]=[C:4]([C:7]2[CH:12]=[C:11]([C:13]3[CH:14]=[C:15]([CH:17]=[CH:18][C:19]=3[CH3:20])[NH2:16])[CH:10]=[C:9]([N:21]3[CH2:22][CH2:23][O:24][CH2:25][CH2:26]3)[N:8]=2)[CH2:5][CH2:6]1. (2) Given the reactants [OH-].[Na+].[F:3][C:4]1([F:17])[CH2:9][CH2:8][C:7]([CH2:15][F:16])([C:10]([O:12]CC)=[O:11])[CH2:6][CH2:5]1, predict the reaction product. The product is: [F:3][C:4]1([F:17])[CH2:5][CH2:6][C:7]([CH2:15][F:16])([C:10]([OH:12])=[O:11])[CH2:8][CH2:9]1.